Dataset: Forward reaction prediction with 1.9M reactions from USPTO patents (1976-2016). Task: Predict the product of the given reaction. (1) The product is: [NH2:27][CH:23]1[CH2:24][CH2:25][CH2:26][N:21]([C:18]2[N:19]=[CH:20][C:15]([NH:14][C:13]3[C:12]4[C:7](=[CH:8][CH:9]=[C:10]([C:35]5[CH:40]=[C:39]([F:41])[C:38]([OH:42])=[C:37]([Cl:43])[CH:36]=5)[CH:11]=4)[N:6]=[CH:5][C:4]=3[C:1](=[O:3])[CH3:2])=[CH:16][CH:17]=2)[CH2:22]1. Given the reactants [C:1]([C:4]1[CH:5]=[N:6][C:7]2[C:12]([C:13]=1[NH:14][C:15]1[CH:16]=[CH:17][C:18]([N:21]3[CH2:26][CH2:25][CH2:24][CH:23]([NH:27]C(=O)OC(C)(C)C)[CH2:22]3)=[N:19][CH:20]=1)=[CH:11][C:10]([C:35]1[CH:40]=[C:39]([F:41])[C:38]([OH:42])=[C:37]([Cl:43])[CH:36]=1)=[CH:9][CH:8]=2)(=[O:3])[CH3:2].Cl, predict the reaction product. (2) Given the reactants [NH:1]1[C:9]2[C:4](=[CH:5][CH:6]=[CH:7][CH:8]=2)[C:3]([CH2:10][C:11]#[N:12])=[CH:2]1.[S:13]1C=CC=C1CC(O)=O.C(O)(=O)C, predict the reaction product. The product is: [NH:1]1[C:9]2[C:4](=[CH:5][CH:6]=[CH:7][CH:8]=2)[C:3]([CH2:10][C:11]([NH2:12])=[S:13])=[CH:2]1. (3) The product is: [ClH:27].[ClH:27].[CH3:50][N:49]([CH3:51])[C:46]1[N:47]=[CH:48][C:43]([C:31]2[CH:32]=[CH:33][C:34]([O:35][CH2:36][CH3:37])=[C:29]([CH:30]=2)[CH2:28][N:15]([CH:12]2[CH2:13][CH2:14][CH:9]([NH:8][CH3:1])[CH2:10][CH2:11]2)[C:16]([C:18]2[S:22][C:21]3[CH:23]=[CH:24][CH:25]=[CH:26][C:20]=3[C:19]=2[Cl:27])=[O:17])=[CH:44][N:45]=1. Given the reactants [C:1]([N:8](C)[CH:9]1[CH2:14][CH2:13][CH:12]([N:15]([CH2:28][C:29]2[CH:30]=[C:31](B(O)O)[CH:32]=[CH:33][C:34]=2[O:35][CH2:36][CH3:37])[C:16]([C:18]2[S:22][C:21]3[CH:23]=[CH:24][CH:25]=[CH:26][C:20]=3[C:19]=2[Cl:27])=[O:17])[CH2:11][CH2:10]1)(OC(C)(C)C)=O.Br[C:43]1[CH:44]=[N:45][C:46]([N:49]([CH3:51])[CH3:50])=[N:47][CH:48]=1, predict the reaction product.